This data is from Full USPTO retrosynthesis dataset with 1.9M reactions from patents (1976-2016). The task is: Predict the reactants needed to synthesize the given product. (1) Given the product [CH:1]([C@H:14]1[N:19]2[CH2:20][CH2:21][N:22]([C:38]([C:39]3[CH:40]=[N:41][CH:42]=[CH:43][CH:44]=3)=[O:45])[CH2:23][C@H:18]2[CH2:17][N:16]([C:24]([O:26][C:27]([CH3:30])([CH3:29])[CH3:28])=[O:25])[CH2:15]1)([C:8]1[CH:13]=[CH:12][CH:11]=[CH:10][CH:9]=1)[C:2]1[CH:7]=[CH:6][CH:5]=[CH:4][CH:3]=1, predict the reactants needed to synthesize it. The reactants are: [CH:1]([C@H:14]1[N:19]2[CH2:20][CH2:21][NH:22][CH2:23][C@H:18]2[CH2:17][N:16]([C:24]([O:26][C:27]([CH3:30])([CH3:29])[CH3:28])=[O:25])[CH2:15]1)([C:8]1[CH:13]=[CH:12][CH:11]=[CH:10][CH:9]=1)[C:2]1[CH:7]=[CH:6][CH:5]=[CH:4][CH:3]=1.C(N(CC)CC)C.[C:38](O)(=[O:45])[C:39]1[CH:44]=[CH:43][CH:42]=[N:41][CH:40]=1.[I-].ClC1C=CC=C[N+]=1C. (2) Given the product [CH3:23][N:16]1[CH2:15][CH2:14][C:13]2[C:18](=[CH:19][CH:20]=[C:11]([B:6]3[O:5][C:4]([CH3:22])([CH3:3])[C:8]([CH3:9])([CH3:10])[O:7]3)[CH:12]=2)[C:17]1=[O:21], predict the reactants needed to synthesize it. The reactants are: [H-].[Na+].[CH3:3][C:4]1([CH3:22])[C:8]([CH3:10])([CH3:9])[O:7][B:6]([C:11]2[CH:12]=[C:13]3[C:18](=[CH:19][CH:20]=2)[C:17](=[O:21])[NH:16][CH2:15][CH2:14]3)[O:5]1.[CH3:23]I. (3) Given the product [F:1][C:2]1[CH:7]=[CH:6][CH:5]=[CH:4][C:3]=1[C:8]1[C:9]([C:10]2[N:15]=[C:14]3[S:16][C:17]([NH:19][CH:20]([CH3:22])[CH3:21])=[N:18][C:13]3=[CH:12][CH:11]=2)=[CH:29][NH:27][N:34]=1, predict the reactants needed to synthesize it. The reactants are: [F:1][C:2]1[CH:7]=[CH:6][CH:5]=[CH:4][C:3]=1[C:8](=O)[CH2:9][C:10]1[N:15]=[C:14]2[S:16][C:17]([NH:19][CH:20]([CH3:22])[CH3:21])=[N:18][C:13]2=[CH:12][CH:11]=1.NN.C[N:27]([CH:29]=O)C.CC([N:34](C)C)=O. (4) Given the product [C:8]1([C:5]2[N:6]=[CH:7][C:2]([C:31]#[C:30][CH2:29][CH2:28][CH2:27][O:26][CH:21]3[CH2:22][CH2:23][CH2:24][CH2:25][O:20]3)=[N:3][C:4]=2[C:14]2[CH:19]=[CH:18][CH:17]=[CH:16][CH:15]=2)[CH:13]=[CH:12][CH:11]=[CH:10][CH:9]=1, predict the reactants needed to synthesize it. The reactants are: Cl[C:2]1[CH:7]=[N:6][C:5]([C:8]2[CH:13]=[CH:12][CH:11]=[CH:10][CH:9]=2)=[C:4]([C:14]2[CH:19]=[CH:18][CH:17]=[CH:16][CH:15]=2)[N:3]=1.[O:20]1[CH2:25][CH2:24][CH2:23][CH2:22][CH:21]1[O:26][CH2:27][CH2:28][CH2:29][C:30]#[CH:31].